Dataset: Reaction yield outcomes from USPTO patents with 853,638 reactions. Task: Predict the reaction yield, written as a fraction of the theoretical maximum amount of product (1.0 means a 100% yield; for example, 0.34 means a 34% yield). (1) The reactants are [Cl:1][C:2]1[CH:8]=[C:7]([O:9][C:10]2[C:11]3[N:18]([CH3:19])[CH:17]=[CH:16][C:12]=3[N:13]=[CH:14][N:15]=2)[CH:6]=[CH:5][C:3]=1[NH2:4].C(N(CC)CC)C.[N:27]([C:30]1[CH:31]=[C:32]([CH:37]=[CH:38][CH:39]=1)[C:33]([O:35][CH3:36])=[O:34])=[C:28]=[O:29]. The catalyst is O1CCCC1.O. The product is [Cl:1][C:2]1[CH:8]=[C:7]([O:9][C:10]2[C:11]3[N:18]([CH3:19])[CH:17]=[CH:16][C:12]=3[N:13]=[CH:14][N:15]=2)[CH:6]=[CH:5][C:3]=1[NH:4][C:28]([NH:27][C:30]1[CH:31]=[C:32]([CH:37]=[CH:38][CH:39]=1)[C:33]([O:35][CH3:36])=[O:34])=[O:29]. The yield is 0.780. (2) The reactants are [F:1][C:2]1[C:10]2[C:5](=[C:6]([N:11]([CH3:20])[S:12]([C:15]3[S:16][CH:17]=[CH:18][CH:19]=3)(=[O:14])=[O:13])[CH:7]=[CH:8][CH:9]=2)[NH:4][C:3]=1[C:21]1[S:22][CH:23]([CH2:26][C:27]([OH:29])=O)[CH2:24][N:25]=1.Cl.C([N:33]=C=NCCCN(C)C)C.O.ON1C2C=CC=CC=2N=N1.N. The catalyst is O1CCCC1.C(#N)C.C(OCC)(=O)C. The product is [F:1][C:2]1[C:10]2[C:5](=[C:6]([N:11]([CH3:20])[S:12]([C:15]3[S:16][CH:17]=[CH:18][CH:19]=3)(=[O:13])=[O:14])[CH:7]=[CH:8][CH:9]=2)[NH:4][C:3]=1[C:21]1[S:22][CH:23]([CH2:26][C:27]([NH2:33])=[O:29])[CH2:24][N:25]=1. The yield is 0.530. (3) The reactants are C1N2CN3CN(C2)CN1C3.[Br:11][C:12]1[CH:13]=[C:14]2[CH:20]=[CH:19][NH:18][C:15]2=[N:16][CH:17]=1.C[C:22](O)=[O:23]. The catalyst is O. The product is [Br:11][C:12]1[CH:13]=[C:14]2[C:20]([CH:22]=[O:23])=[CH:19][NH:18][C:15]2=[N:16][CH:17]=1. The yield is 0.330. (4) The reactants are [F:1][C:2]1[CH:10]=[C:9]([CH:11]=[O:12])[CH:8]=[CH:7][C:3]=1[C:4](O)=[O:5].S(Cl)(Cl)=O.[CH3:17][NH2:18].O. The catalyst is ClCCl.CN(C=O)C. The product is [F:1][C:2]1[CH:10]=[C:9]([CH:11]=[O:12])[CH:8]=[CH:7][C:3]=1[C:4]([NH:18][CH3:17])=[O:5]. The yield is 0.360. (5) The reactants are C(OC([N:8]1[CH2:13][CH2:12][CH:11]([O:14][C:15]2[C:19]([C:20](=[O:27])[C:21]3[CH:26]=[CH:25][CH:24]=[CH:23][CH:22]=3)=[C:18]([NH2:28])[N:17]([C:29]3[CH:34]=[C:33]([C:35](=[O:40])[NH:36][CH:37]4[CH2:39][CH2:38]4)[CH:32]=[CH:31][C:30]=3[CH3:41])[N:16]=2)[CH2:10][CH2:9]1)=O)(C)(C)C.[F:42][C:43]([F:48])([F:47])[C:44]([OH:46])=[O:45]. The yield is 0.590. The product is [F:42][C:43]([F:48])([F:47])[C:44]([OH:46])=[O:45].[NH2:28][C:18]1[N:17]([C:29]2[CH:34]=[C:33]([CH:32]=[CH:31][C:30]=2[CH3:41])[C:35]([NH:36][CH:37]2[CH2:38][CH2:39]2)=[O:40])[N:16]=[C:15]([O:14][CH:11]2[CH2:12][CH2:13][NH:8][CH2:9][CH2:10]2)[C:19]=1[C:20](=[O:27])[C:21]1[CH:22]=[CH:23][CH:24]=[CH:25][CH:26]=1. The catalyst is ClCCl.